Dataset: Catalyst prediction with 721,799 reactions and 888 catalyst types from USPTO. Task: Predict which catalyst facilitates the given reaction. (1) Reactant: C([O:4][C:5]1[C:10]([CH3:11])=[C:9]([C:12]2[O:13][C:14]3[CH:20]=[C:19]([C:21]([O:23]C)=[O:22])[CH:18]=[CH:17][C:15]=3[CH:16]=2)[O:8][C:7](=[O:25])[C:6]=1[CH3:26])(=O)C.C([O-])([O-])=O.[K+].[K+].Cl. Product: [C:21]([C:19]1[CH:18]=[CH:17][C:15]2[CH:16]=[C:12]([C:9]3[O:8][C:7](=[O:25])[C:6]([CH3:26])=[C:5]([OH:4])[C:10]=3[CH3:11])[O:13][C:14]=2[CH:20]=1)([OH:23])=[O:22]. The catalyst class is: 24. (2) Reactant: C[O:2][C:3]([C:5]1[CH:6]=[C:7]([CH3:32])[C:8]2[O:14][C:13]3[C:15]([Cl:28])=[CH:16][C:17]([N:19]4[CH2:24][CH2:23][N:22]([C:25](=O)[CH3:26])[CH2:21][CH2:20]4)=[CH:18][C:12]=3[CH2:11][S:10](=[O:30])(=[O:29])[C:9]=2[CH:31]=1)=O. Product: [Cl:28][C:15]1[C:13]2[O:14][C:8]3[C:7]([CH3:32])=[CH:6][C:5]([CH2:3][OH:2])=[CH:31][C:9]=3[S:10](=[O:29])(=[O:30])[CH2:11][C:12]=2[CH:18]=[C:17]([N:19]2[CH2:20][CH2:21][N:22]([CH2:25][CH3:26])[CH2:23][CH2:24]2)[CH:16]=1. The catalyst class is: 1. (3) Reactant: [CH3:1][O:2][CH2:3][CH2:4][O:5][C:6]1[CH:11]=[CH:10][N:9]2[C:12]([C:15]3[CH:24]=[CH:23][C:22]4[C:17](=[C:18]([NH:25][C@H:26]5[CH2:30][CH2:29][N:28](C(OC(C)(C)C)=O)[CH2:27]5)[CH:19]=[CH:20][CH:21]=4)[N:16]=3)=[CH:13][N:14]=[C:8]2[CH:7]=1.FC(F)(F)C(O)=O. Product: [CH3:1][O:2][CH2:3][CH2:4][O:5][C:6]1[CH:11]=[CH:10][N:9]2[C:12]([C:15]3[CH:24]=[CH:23][C:22]4[C:17](=[C:18]([NH:25][C@@H:26]5[CH2:30][CH2:29][NH:28][CH2:27]5)[CH:19]=[CH:20][CH:21]=4)[N:16]=3)=[CH:13][N:14]=[C:8]2[CH:7]=1. The catalyst class is: 4. (4) Reactant: [F:1][C:2]([F:14])([F:13])[CH:3]1[C:12]2[C:7](=[CH:8][CH:9]=[CH:10][CH:11]=2)[NH:6][CH2:5][CH2:4]1.I[CH2:16][C:17]([NH2:19])=[O:18].CCN(C(C)C)C(C)C.[OH-].[Na+]. Product: [F:14][C:2]([F:1])([F:13])[CH:3]1[C:12]2[C:7](=[CH:8][CH:9]=[CH:10][CH:11]=2)[N:6]([CH2:16][C:17]([NH2:19])=[O:18])[CH2:5][CH2:4]1. The catalyst class is: 3. (5) Reactant: Cl.[NH2:2][CH2:3][C:4]1[CH:9]=[CH:8][C:7]([NH:10][C:11]2[CH:16]=[CH:15][C:14]([C:17]([F:20])([F:19])[F:18])=[CH:13][C:12]=2[NH:21][C:22]([C:24]2[CH:32]=[C:31]([Cl:33])[C:30]([Cl:34])=[CH:29][C:25]=2[C:26]([OH:28])=[O:27])=[O:23])=[CH:6][CH:5]=1.[N:35]1([C:41](Cl)=[O:42])[CH2:40][CH2:39][O:38][CH2:37][CH2:36]1.CCN(CC)CC. Product: [Cl:33][C:31]1[C:30]([Cl:34])=[CH:29][C:25]([C:26]([OH:28])=[O:27])=[C:24]([C:22]([NH:21][C:12]2[CH:13]=[C:14]([C:17]([F:19])([F:20])[F:18])[CH:15]=[CH:16][C:11]=2[NH:10][C:7]2[CH:6]=[CH:5][C:4]([CH2:3][NH:2][C:41]([N:35]3[CH2:40][CH2:39][O:38][CH2:37][CH2:36]3)=[O:42])=[CH:9][CH:8]=2)=[O:23])[CH:32]=1. The catalyst class is: 1. (6) The catalyst class is: 2. Product: [C:1]12([C:11](=[O:21])[CH2:12][S:13]([CH2:14][C:15]3[CH:16]=[N:17][CH:18]=[CH:19][CH:20]=3)=[O:30])[CH2:10][CH:5]3[CH2:6][CH:7]([CH2:9][CH:3]([CH2:4]3)[CH2:2]1)[CH2:8]2. Reactant: [C:1]12([C:11](=[O:21])[CH2:12][S:13][CH2:14][C:15]3[CH:16]=[N:17][CH:18]=[CH:19][CH:20]=3)[CH2:10][CH:5]3[CH2:6][CH:7]([CH2:9][CH:3]([CH2:4]3)[CH2:2]1)[CH2:8]2.C1C=C(Cl)C=C(C(OO)=[O:30])C=1. (7) Reactant: BrCC[O:4][C:5]([O:20][C:21](=O)[CH2:22]C)=[C:6]([C:11]1[CH:16]=[CH:15][C:14]([N+:17]([O-:19])=[O:18])=[CH:13][CH:12]=1)[C:7](=[O:10])[CH2:8][CH3:9].[H-].[Na+]. Product: [O:20]1[CH2:21][CH2:22][O:4][C:5]1=[C:6]([C:11]1[CH:12]=[CH:13][C:14]([N+:17]([O-:19])=[O:18])=[CH:15][CH:16]=1)[C:7](=[O:10])[CH2:8][CH3:9].[O:20]1[CH2:21][CH2:22][O:4][C:5]1=[C:6]([C:11]1[CH:12]=[CH:13][C:14]([N+:17]([O-:19])=[O:18])=[CH:15][CH:16]=1)[C:7]([O:10][C:5](=[O:4])[CH2:6][CH3:7])=[CH:8][CH3:9]. The catalyst class is: 3.